This data is from Reaction yield outcomes from USPTO patents with 853,638 reactions. The task is: Predict the reaction yield, written as a fraction of the theoretical maximum amount of product (1.0 means a 100% yield; for example, 0.34 means a 34% yield). The reactants are Br[C:2]1[C:3]([N+:8]([O-:10])=[O:9])=[N:4][CH:5]=[CH:6][CH:7]=1.[O:11]=[C:12]1[C:21]2[C:16](=[CH:17][C:18](B(O)O)=[CH:19][CH:20]=2)[CH2:15][CH2:14][NH:13]1.C([O-])([O-])=O.[Cs+].[Cs+]. The catalyst is CN(C=O)C. The product is [N+:8]([C:3]1[C:2]([C:18]2[CH:17]=[C:16]3[C:21](=[CH:20][CH:19]=2)[C:12](=[O:11])[NH:13][CH2:14][CH2:15]3)=[CH:7][CH:6]=[CH:5][N:4]=1)([O-:10])=[O:9]. The yield is 0.870.